From a dataset of Reaction yield outcomes from USPTO patents with 853,638 reactions. Predict the reaction yield, written as a fraction of the theoretical maximum amount of product (1.0 means a 100% yield; for example, 0.34 means a 34% yield). (1) The reactants are [Cl:1][C:2]([Cl:11])([Cl:10])[C:3]([C:5]1[NH:6][CH:7]=[CH:8][CH:9]=1)=[O:4].S(Cl)([Cl:15])(=O)=O. The catalyst is C(Cl)(Cl)Cl. The product is [Cl:11][C:2]([Cl:1])([Cl:10])[C:3]([C:5]1[NH:6][CH:7]=[C:8]([Cl:15])[CH:9]=1)=[O:4]. The yield is 0.750. (2) The reactants are [F:1][C:2]1[CH:34]=[CH:33][C:5]([CH2:6][N:7]2[C:16](=[O:17])[C:15]([C:18]3[NH:23][C:22]4[CH:24]=[CH:25][C:26](I)=[CH:27][C:21]=4[S:20](=[O:30])(=[O:29])[N:19]=3)=[C:14]([OH:31])[C@H:13]3[C@@H:8]2[C@H:9]2[CH2:32][C@@H:12]3[CH2:11][CH2:10]2)=[CH:4][CH:3]=1.[CH:35]1([S:38]([NH2:41])(=[O:40])=[O:39])[CH2:37][CH2:36]1.N([CH2:44][C:45](O)=O)C.P([O-])([O-])([O-])=O.[K+].[K+].[K+].[CH3:56]N(C)C=O. The catalyst is [Cu]I. The product is [F:1][C:2]1[CH:34]=[CH:33][C:5]([CH2:6][N:7]2[C:16](=[O:17])[C:15]([C:18]3[NH:23][C:22]4[CH:24]=[CH:25][C:26]([NH:41][S:38]([C:35]5[CH:45]=[CH:44][CH:56]=[CH:36][CH:37]=5)(=[O:40])=[O:39])=[CH:27][C:21]=4[S:20](=[O:30])(=[O:29])[N:19]=3)=[C:14]([OH:31])[C@H:13]3[C@@H:8]2[C@H:9]2[CH2:32][C@@H:12]3[CH2:11][CH2:10]2)=[CH:4][CH:3]=1. The yield is 0.920. (3) The reactants are [S:1]1[C:5]2[CH:6]=[CH:7][CH:8]=[CH:9][C:4]=2[N:3]=[C:2]1[O:10][C:11]1[CH:16]=[CH:15][C:14]([CH2:17][CH2:18][N:19]([CH2:24][CH:25]2[CH2:27][CH2:26]2)[CH2:20][CH2:21][CH2:22][NH2:23])=[CH:13][CH:12]=1.C(N(CC)CC)C.[C:35](OC(=O)C)(=[O:37])[CH3:36]. The catalyst is C(Cl)Cl. The product is [S:1]1[C:5]2[CH:6]=[CH:7][CH:8]=[CH:9][C:4]=2[N:3]=[C:2]1[O:10][C:11]1[CH:16]=[CH:15][C:14]([CH2:17][CH2:18][N:19]([CH2:24][CH:25]2[CH2:26][CH2:27]2)[CH2:20][CH2:21][CH2:22][NH:23][C:35](=[O:37])[CH3:36])=[CH:13][CH:12]=1. The yield is 0.770. (4) The reactants are [Cl:1][C:2]1[CH:3]=[C:4]([C:9]([CH3:13])([CH3:12])[CH:10]=[O:11])[CH:5]=[CH:6][C:7]=1[Cl:8].[CH3:14][Mg+].[Br-]. The catalyst is CCOCC. The product is [Cl:1][C:2]1[CH:3]=[C:4]([C:9]([CH3:13])([CH3:12])[CH:10]([OH:11])[CH3:14])[CH:5]=[CH:6][C:7]=1[Cl:8]. The yield is 0.900. (5) The reactants are Cl.[Cl:2]CC1[C:5](N)=[N:6][C:7]([CH3:10])=[CH:8]N=1.[S:12](Cl)([Cl:14])=O.[NH2:16][C:17]1[C:18]([CH2:24]O)=[N:19][CH:20]=[C:21]([CH3:23])[N:22]=1.[O:26]1CC[CH2:28][CH2:27]1. No catalyst specified. The product is [ClH:2].[Cl-:14].[NH2:16][C:17]1[C:18]([CH2:24][N+:6]2[C:7]([CH3:10])=[C:8]([CH2:28][CH2:27][OH:26])[S:12][CH:5]=2)=[N:19][CH:20]=[C:21]([CH3:23])[N:22]=1. The yield is 0.960.